Dataset: Forward reaction prediction with 1.9M reactions from USPTO patents (1976-2016). Task: Predict the product of the given reaction. (1) The product is: [CH2:17]([O:1][C:2]1[CH:11]=[CH:10][C:9]2[C:4](=[CH:5][CH:6]=[CH:7][CH:8]=2)[C:3]=1[CH:12]=[O:13])[CH2:18][CH:19]([CH3:21])[CH3:20]. Given the reactants [OH:1][C:2]1[CH:11]=[CH:10][C:9]2[C:4](=[CH:5][CH:6]=[CH:7][CH:8]=2)[C:3]=1[CH:12]=[O:13].[H-].[Na+].Br[CH2:17][CH2:18][CH:19]([CH3:21])[CH3:20], predict the reaction product. (2) Given the reactants [C:1]([O:12][CH3:13])(=[O:11])[C:2]1[CH:10]=[CH:9][C:7]([OH:8])=[C:4]([O:5][CH3:6])[CH:3]=1.Br[CH2:15][CH3:16].C([O-])([O-])=O.[K+].[K+], predict the reaction product. The product is: [CH2:15]([O:8][C:7]1[CH:9]=[CH:10][C:2]([C:1]([O:12][CH3:13])=[O:11])=[CH:3][C:4]=1[O:5][CH3:6])[CH3:16]. (3) The product is: [NH2:8][C@H:9]1[CH2:10][CH2:11][C@H:12]([CH:15]2[CH2:28][C:27]3[C:26]4[C:21](=[CH:22][CH:23]=[C:24]([OH:29])[CH:25]=4)[N:20]=[CH:19][C:18]=3[O:17][CH2:16]2)[CH2:13][CH2:14]1. Given the reactants Br.C(OC(=O)[NH:8][C@H:9]1[CH2:14][CH2:13][C@H:12]([CH:15]2[CH2:28][C:27]3[C:26]4[C:21](=[CH:22][CH:23]=[C:24]([O:29]C)[CH:25]=4)[N:20]=[CH:19][C:18]=3[O:17][CH2:16]2)[CH2:11][CH2:10]1)(C)(C)C, predict the reaction product. (4) Given the reactants [Cl:1][C:2]1[CH:11]=[C:10]([NH:12][CH2:13][CH2:14][CH2:15][C:16]([O:18]CC)=O)[CH:9]=[CH:8][C:3]=1[C:4]([O:6]C)=[O:5].[OH-].[Na+].Cl, predict the reaction product. The product is: [Cl:1][C:2]1[CH:11]=[C:10]([N:12]2[CH2:13][CH2:14][CH2:15][C:16]2=[O:18])[CH:9]=[CH:8][C:3]=1[C:4]([OH:6])=[O:5].